From a dataset of Forward reaction prediction with 1.9M reactions from USPTO patents (1976-2016). Predict the product of the given reaction. (1) Given the reactants [Cl:1][C:2]1[CH:29]=[CH:28][CH:27]=[C:26]([Cl:30])[C:3]=1[C:4]([NH:6][C@H:7]([C:22]([O:24]C)=[O:23])[CH2:8][C:9]1[CH:14]=[CH:13][C:12]([O:15][CH:16]2[CH2:21][CH2:20][NH:19][CH2:18][CH2:17]2)=[CH:11][CH:10]=1)=[O:5].[CH3:31][S:32](Cl)(=[O:34])=[O:33], predict the reaction product. The product is: [Cl:1][C:2]1[CH:29]=[CH:28][CH:27]=[C:26]([Cl:30])[C:3]=1[C:4]([NH:6][C@H:7]([C:22]([OH:24])=[O:23])[CH2:8][C:9]1[CH:14]=[CH:13][C:12]([O:15][CH:16]2[CH2:21][CH2:20][N:19]([S:32]([CH3:31])(=[O:34])=[O:33])[CH2:18][CH2:17]2)=[CH:11][CH:10]=1)=[O:5]. (2) Given the reactants [CH3:1][C:2]1([CH3:13])[CH2:7][CH:6]([C:8](=[O:10])[CH3:9])[CH2:5][C:4]([CH3:12])([CH3:11])[O:3]1.[Br:14]Br, predict the reaction product. The product is: [Br:14][CH2:9][C:8]([CH:6]1[CH2:5][C:4]([CH3:12])([CH3:11])[O:3][C:2]([CH3:13])([CH3:1])[CH2:7]1)=[O:10].